Task: Predict the reactants needed to synthesize the given product.. Dataset: Full USPTO retrosynthesis dataset with 1.9M reactions from patents (1976-2016) (1) Given the product [C:13]([O:17][C:18]([N:20]1[CH2:25][CH2:24][CH:23]([CH2:26][CH2:27][CH2:28][O:8][C:6]2[CH:5]=[CH:4][C:3]([S:9](=[O:11])(=[O:10])[NH2:12])=[C:2]([F:1])[CH:7]=2)[CH2:22][CH2:21]1)=[O:19])([CH3:16])([CH3:15])[CH3:14], predict the reactants needed to synthesize it. The reactants are: [F:1][C:2]1[CH:7]=[C:6]([OH:8])[CH:5]=[CH:4][C:3]=1[S:9]([NH2:12])(=[O:11])=[O:10].[C:13]([O:17][C:18]([N:20]1[CH2:25][CH2:24][CH:23]([CH2:26][CH2:27][CH2:28]O)[CH2:22][CH2:21]1)=[O:19])([CH3:16])([CH3:15])[CH3:14]. (2) Given the product [CH3:1][O:2][C:3]([C:5]1[N:14]([CH2:15][C:16]([O:18][CH2:19][CH3:20])=[O:17])[C:8]2=[CH:9][N:10]=[CH:11][C:12]([C:31]3[CH:32]=[C:33]([C:34]4[CH:7]=[CH:6][CH:5]=[CH:3][CH:35]=4)[CH:38]=[CH:37][CH:29]=3)=[C:7]2[CH:6]=1)=[O:4], predict the reactants needed to synthesize it. The reactants are: [CH3:1][O:2][C:3]([C:5]1[N:14]([CH2:15][C:16]([O:18][CH2:19][CH3:20])=[O:17])[C:8]2=[CH:9][N:10]=[CH:11][C:12](Br)=[C:7]2[CH:6]=1)=[O:4].C([O-])([O-])=O.[Cs+].[Cs+].CO[C:29]([C:31]1N[C:34]2=[CH:35]N=[CH:37][CH:38]=[C:33]2[CH:32]=1)=O. (3) Given the product [CH3:1][C:2]1[N:3]([C:10]2[CH:11]=[N:12][CH:13]=[CH:14][CH:15]=2)[CH:4]=[CH:5][N:6]=1, predict the reactants needed to synthesize it. The reactants are: [CH3:1][C:2]1[NH:3][CH:4]=[CH:5][N:6]=1.[H-].[Na+].F[C:10]1[CH:11]=[N:12][CH:13]=[CH:14][CH:15]=1.C(=O)(O)[O-].[Na+]. (4) Given the product [C:2]([O-:5])(=[O:4])[CH3:3].[Ca+2:6].[C:7]([O-:10])(=[O:9])[CH3:8], predict the reactants needed to synthesize it. The reactants are: O.[C:2]([O-:5])(=[O:4])[CH3:3].[Ca+2:6].[C:7]([O-:10])(=[O:9])[CH3:8]. (5) Given the product [C:1]([NH:4][C:5]1[N:9]([C@@H:10]2[CH2:15][CH2:14][CH2:13][N:12]([C:16]([O:18][CH2:19][C:20]3[CH:25]=[CH:24][CH:23]=[CH:22][CH:21]=3)=[O:17])[CH2:11]2)[N:8]=[C:7]([C:26]2[CH:27]=[CH:28][C:29]([O:32][C:45]3[C:44]([F:49])=[CH:43][C:42]([Cl:41])=[CH:47][N:46]=3)=[CH:30][CH:31]=2)[C:6]=1[C:33]#[N:34])(=[O:3])[CH3:2], predict the reactants needed to synthesize it. The reactants are: [C:1]([NH:4][C:5]1[N:9]([C@@H:10]2[CH2:15][CH2:14][CH2:13][N:12]([C:16]([O:18][CH2:19][C:20]3[CH:25]=[CH:24][CH:23]=[CH:22][CH:21]=3)=[O:17])[CH2:11]2)[N:8]=[C:7]([C:26]2[CH:31]=[CH:30][C:29]([OH:32])=[CH:28][CH:27]=2)[C:6]=1[C:33]#[N:34])(=[O:3])[CH3:2].C(=O)([O-])[O-].[Cs+].[Cs+].[Cl:41][C:42]1[CH:43]=[C:44]([F:49])[C:45](F)=[N:46][CH:47]=1.